Dataset: Forward reaction prediction with 1.9M reactions from USPTO patents (1976-2016). Task: Predict the product of the given reaction. Given the reactants COC1C=C(OC)C=CC=1C[O:6][N:7]1[C:12](=[O:13])[C:11]2[O:14][C:15]3[CH:20]=[CH:19][CH:18]=[CH:17][C:16]=3[C:10]=2[NH:9][C:8]1=[O:21].[Br:28][C:29]1[CH:36]=[CH:35][C:32]([CH2:33]Br)=[CH:31][CH:30]=1, predict the reaction product. The product is: [Br:28][C:29]1[CH:36]=[CH:35][C:32]([CH2:33][N:9]2[C:10]3[C:16]4[CH:17]=[CH:18][CH:19]=[CH:20][C:15]=4[O:14][C:11]=3[C:12](=[O:13])[N:7]([OH:6])[C:8]2=[O:21])=[CH:31][CH:30]=1.